Dataset: Peptide-MHC class I binding affinity with 185,985 pairs from IEDB/IMGT. Task: Regression. Given a peptide amino acid sequence and an MHC pseudo amino acid sequence, predict their binding affinity value. This is MHC class I binding data. (1) The peptide sequence is LPSCPTNFCIF. The MHC is HLA-B40:02 with pseudo-sequence HLA-B40:02. The binding affinity (normalized) is 0.0847. (2) The peptide sequence is DYCLSLIVNLL. The MHC is Patr-A0901 with pseudo-sequence Patr-A0901. The binding affinity (normalized) is 0.